From a dataset of Reaction yield outcomes from USPTO patents with 853,638 reactions. Predict the reaction yield, written as a fraction of the theoretical maximum amount of product (1.0 means a 100% yield; for example, 0.34 means a 34% yield). The reactants are C([O:8][CH2:9][CH2:10][CH2:11][CH2:12][C:13]1[O:14][C:15]2[C:24]3[CH:23]([CH2:25][CH2:26][NH:27][C:28](=[O:30])[CH3:29])[CH2:22][CH2:21][C:20]=3[CH:19]=[CH:18][C:16]=2[N:17]=1)C1C=CC=CC=1. The catalyst is CO.[C].[Pd]. The product is [OH:8][CH2:9][CH2:10][CH2:11][CH2:12][C:13]1[O:14][C:15]2[C:24]3[CH:23]([CH2:25][CH2:26][NH:27][C:28](=[O:30])[CH3:29])[CH2:22][CH2:21][C:20]=3[CH:19]=[CH:18][C:16]=2[N:17]=1. The yield is 0.810.